This data is from TCR-epitope binding with 47,182 pairs between 192 epitopes and 23,139 TCRs. The task is: Binary Classification. Given a T-cell receptor sequence (or CDR3 region) and an epitope sequence, predict whether binding occurs between them. (1) The epitope is RILGAGCFV. The TCR CDR3 sequence is CASSPSINPGLVGHEQYF. Result: 0 (the TCR does not bind to the epitope). (2) The epitope is GLCTLVAML. The TCR CDR3 sequence is CASSSRGTYEQYF. Result: 1 (the TCR binds to the epitope). (3) The epitope is IVTDFSVIK. The TCR CDR3 sequence is CAWVLGPAGDTQYF. Result: 1 (the TCR binds to the epitope). (4) The epitope is LPRRSGAAGA. The TCR CDR3 sequence is CASKGDRGFGNQPQHF. Result: 1 (the TCR binds to the epitope).